From a dataset of Full USPTO retrosynthesis dataset with 1.9M reactions from patents (1976-2016). Predict the reactants needed to synthesize the given product. Given the product [CH3:3][CH:4]1[CH2:9][CH2:8][N:7]([C:10]([C:12]2[CH:20]=[CH:19][C:18]3[N:17]([CH2:33][CH:34]4[CH2:39][CH2:38][O:37][CH2:36][CH2:35]4)[C:16]4[CH2:21][CH2:22][N:23]([C:25]([O:27][C:28]([CH3:30])([CH3:29])[CH3:31])=[O:26])[CH2:24][C:15]=4[C:14]=3[CH:13]=2)=[O:11])[CH2:6][CH2:5]1, predict the reactants needed to synthesize it. The reactants are: [H-].[Na+].[CH3:3][CH:4]1[CH2:9][CH2:8][N:7]([C:10]([C:12]2[CH:20]=[CH:19][C:18]3[NH:17][C:16]4[CH2:21][CH2:22][N:23]([C:25]([O:27][C:28]([CH3:31])([CH3:30])[CH3:29])=[O:26])[CH2:24][C:15]=4[C:14]=3[CH:13]=2)=[O:11])[CH2:6][CH2:5]1.Br[CH2:33][CH:34]1[CH2:39][CH2:38][O:37][CH2:36][CH2:35]1.